This data is from Reaction yield outcomes from USPTO patents with 853,638 reactions. The task is: Predict the reaction yield, written as a fraction of the theoretical maximum amount of product (1.0 means a 100% yield; for example, 0.34 means a 34% yield). (1) The reactants are [CH2:1]([N:8]1[C:17]2[C:12](=[CH:13][C:14]([C:19]#[N:20])=[C:15]([OH:18])[CH:16]=2)[CH2:11][CH2:10][CH2:9]1)[C:2]1[CH:7]=[CH:6][CH:5]=[CH:4][CH:3]=1.NC1C2C=CC(I)=CC=2O[C:23]=1[C:32]([C:34]1[CH:39]=[CH:38][C:37]([Cl:40])=[CH:36][C:35]=1[Cl:41])=[O:33]. No catalyst specified. The product is [NH2:20][C:19]1[C:14]2[CH:13]=[C:12]3[C:17](=[CH:16][C:15]=2[O:18][C:23]=1[C:32]([C:34]1[CH:39]=[CH:38][C:37]([Cl:40])=[CH:36][C:35]=1[Cl:41])=[O:33])[N:8]([CH2:1][C:2]1[CH:7]=[CH:6][CH:5]=[CH:4][CH:3]=1)[CH2:9][CH2:10][CH2:11]3. The yield is 0.290. (2) The reactants are [CH:1]([C:3]1[CH:8]=[CH:7][C:6]([CH:9]2[C:13]3[CH:14]=[C:15]([NH:20][C:21](=[O:27])[CH2:22][C:23]([CH3:26])([CH3:25])[CH3:24])[C:16]([CH3:19])=[C:17]([CH3:18])[C:12]=3[O:11][C:10]2([CH3:29])[CH3:28])=[CH:5][CH:4]=1)=[O:2].C1COCC1.C(OC(C)C)(C)C. No catalyst specified. The product is [OH:2][CH2:1][C:3]1[CH:4]=[CH:5][C:6]([CH:9]2[C:13]3[CH:14]=[C:15]([NH:20][C:21](=[O:27])[CH2:22][C:23]([CH3:25])([CH3:24])[CH3:26])[C:16]([CH3:19])=[C:17]([CH3:18])[C:12]=3[O:11][C:10]2([CH3:29])[CH3:28])=[CH:7][CH:8]=1. The yield is 0.800. (3) The catalyst is C1COCC1.CCOC(C)=O. The reactants are [F:1][C:2]1[CH:3]=[C:4]([CH:13]=[CH:14][C:15]=1[O:16][CH3:17])/[CH:5]=[N:6]/[S@:7]([C:9]([CH3:12])([CH3:11])[CH3:10])=[O:8].[CH2:18]([Mg]Br)[CH3:19].[NH4+].[Cl-]. The product is [F:1][C:2]1[CH:3]=[C:4]([C@H:5]([NH:6][S@:7]([C:9]([CH3:12])([CH3:11])[CH3:10])=[O:8])[CH2:18][CH3:19])[CH:13]=[CH:14][C:15]=1[O:16][CH3:17]. The yield is 0.450. (4) The product is [NH:53]1[CH:54]=[CH:55][N:51]=[C:52]1[NH:56][C:57]([C:59]1[C:67]2[N:66]=[C:65]([NH:68][C:15]([C:9]3[N:10]=[CH:11][C:12]4[C:7]([CH:8]=3)=[CH:6][C:5]([O:4][CH:1]([CH3:2])[CH3:3])=[CH:14][CH:13]=4)=[O:17])[NH:64][C:63]=2[CH:62]=[CH:61][CH:60]=1)=[O:58]. The catalyst is O.CN(C=O)C. The reactants are [CH:1]([O:4][C:5]1[CH:6]=[C:7]2[C:12](=[CH:13][CH:14]=1)[CH:11]=[N:10][C:9]([C:15]([OH:17])=O)=[CH:8]2)([CH3:3])[CH3:2].CN(C(ON1N=NC2C=CC=CC1=2)=[N+](C)C)C.F[P-](F)(F)(F)(F)F.CCN(C(C)C)C(C)C.[NH:51]1[CH:55]=[CH:54][N:53]=[C:52]1[NH:56][C:57]([C:59]1[C:67]2[NH:66][C:65]([NH2:68])=[N:64][C:63]=2[CH:62]=[CH:61][CH:60]=1)=[O:58]. The yield is 0.0900. (5) The reactants are [Cl:1][C:2]1[C:11]([C:12]([O:14][CH3:15])=[O:13])=[C:10]2[N:5]([CH2:6][CH2:7][CH2:8][CH2:9]2)[C:4](=[O:16])[CH:3]=1.[B-](F)(F)(F)[F:18].[B-](F)(F)(F)F.C1[N+]2(CCl)CC[N+](F)(CC2)C1. The catalyst is CN(C=O)C. The product is [Cl:1][C:2]1[C:11]([C:12]([O:14][CH3:15])=[O:13])=[C:10]2[N:5]([CH2:6][CH2:7][CH2:8][CH2:9]2)[C:4](=[O:16])[C:3]=1[F:18]. The yield is 0.450.